Dataset: Reaction yield outcomes from USPTO patents with 853,638 reactions. Task: Predict the reaction yield, written as a fraction of the theoretical maximum amount of product (1.0 means a 100% yield; for example, 0.34 means a 34% yield). (1) The reactants are [Cl:1][C:2]1[CH:3]=[C:4]2[C:10]([C:11]3[N:16]=[C:15]([NH:17][C@H:18]4[CH2:22][CH2:21][N:20](S(C)(=O)=O)[CH2:19]4)[C:14]([F:27])=[CH:13][N:12]=3)=[CH:9][NH:8][C:5]2=[N:6][CH:7]=1.[NH:28]1[CH2:33][CH2:32][O:31][CH:30]([C:34](O)=[O:35])[CH2:29]1. No catalyst specified. The product is [Cl:1][C:2]1[CH:3]=[C:4]2[C:10]([C:11]3[N:16]=[C:15]([NH:17][C@H:18]4[CH2:22][CH2:21][N:20]([C:34]([CH:30]5[O:31][CH2:32][CH2:33][NH:28][CH2:29]5)=[O:35])[CH2:19]4)[C:14]([F:27])=[CH:13][N:12]=3)=[CH:9][NH:8][C:5]2=[N:6][CH:7]=1. The yield is 0.0800. (2) The reactants are [OH:1][C:2]1[CH:7]=[CH:6][C:5]([C:8]2[C:13]([CH3:14])=[N:12][N:11]([C:15]3[CH:20]=[CH:19][CH:18]=[CH:17][N:16]=3)[C:10](=[O:21])[CH:9]=2)=[CH:4][CH:3]=1.[C:22](=[O:25])([O-])[O-:23].[Cs+].[Cs+]. The catalyst is CN(C=O)C. The product is [C:5]([O:23][C:22]([N:16]1[CH2:17][CH2:18][CH:19]([O:1][C:2]2[CH:7]=[CH:6][C:5]([C:8]3[C:13]([CH3:14])=[N:12][N:11]([C:15]4[CH:20]=[CH:19][CH:18]=[CH:17][N:16]=4)[C:10](=[O:21])[CH:9]=3)=[CH:4][CH:3]=2)[CH2:20][CH2:15]1)=[O:25])([CH3:8])([CH3:6])[CH3:4]. The yield is 0.720. (3) The reactants are B(Br)(Br)Br.[F:5][C:6]1[CH:11]=[CH:10][C:9]([O:12]C)=[CH:8][C:7]=1[C:14]([NH2:16])=[O:15]. The catalyst is C(Cl)Cl. The product is [F:5][C:6]1[CH:11]=[CH:10][C:9]([OH:12])=[CH:8][C:7]=1[C:14]([NH2:16])=[O:15]. The yield is 0.820.